Task: Predict which catalyst facilitates the given reaction.. Dataset: Catalyst prediction with 721,799 reactions and 888 catalyst types from USPTO (1) Reactant: Br[CH:2]1[CH2:6][CH2:5][N:4]([C:7]2[CH:8]=[N:9][N:10]([C:15]3[CH:20]=[CH:19][C:18]([Cl:21])=[CH:17][CH:16]=3)[C:11]=2[CH:12]([CH3:14])[CH3:13])[C:3]1=[O:22].[Cl:23][C:24]1[C:25]([CH3:33])=[N:26][NH:27][C:28]=1[C:29]([F:32])([F:31])[F:30].C([O-])([O-])=O.[K+].[K+]. Product: [Cl:23][C:24]1[C:28]([C:29]([F:31])([F:30])[F:32])=[N:27][N:26]([CH:2]2[CH2:6][CH2:5][N:4]([C:7]3[CH:8]=[N:9][N:10]([C:15]4[CH:20]=[CH:19][C:18]([Cl:21])=[CH:17][CH:16]=4)[C:11]=3[CH:12]([CH3:14])[CH3:13])[C:3]2=[O:22])[C:25]=1[CH3:33]. The catalyst class is: 3. (2) Product: [Br:40][C:41]1[CH:42]=[C:43]([C:44]([N:25]2[CH2:30][CH2:29][O:28][CH2:27][CH2:26]2)=[O:45])[CH:47]=[C:48]([N+:50]([O-:52])=[O:51])[CH:49]=1. The catalyst class is: 39. Reactant: CN(C(ON1N=NC2C=CC=NC1=2)=[N+](C)C)C.F[P-](F)(F)(F)(F)F.[NH:25]1[CH2:30][CH2:29][O:28][CH2:27][CH2:26]1.C(N(C(C)C)CC)(C)C.[Br:40][C:41]1[CH:42]=[C:43]([CH:47]=[C:48]([N+:50]([O-:52])=[O:51])[CH:49]=1)[C:44](O)=[O:45]. (3) Reactant: [CH2:1]([O:8][C:9]1[C:10](Br)=[N:11][CH:12]=[C:13]([Br:15])[CH:14]=1)[C:2]1[CH:7]=[CH:6][CH:5]=[CH:4][CH:3]=1.C([Li])CCC.CN(C)[CH:24]=[O:25].[BH4-].[Na+].[Cl-].[NH4+]. Product: [CH2:1]([O:8][C:9]1[C:10]([CH2:24][OH:25])=[N:11][CH:12]=[C:13]([Br:15])[CH:14]=1)[C:2]1[CH:7]=[CH:6][CH:5]=[CH:4][CH:3]=1. The catalyst class is: 224. (4) The catalyst class is: 32. Reactant: [F:1][C:2]1[CH:7]=[CH:6][CH:5]=[C:4]([N+]([O-])=O)[C:3]=1[C:11]1[S:12][C:13]2[CH:14]=[N:15][CH:16]=[C:17]([F:20])[C:18]=2[N:19]=1.FC1C=CC=C([N+]([O-])=O)C=1C([Cl:34])=[N:25][C:26]1[C:31](F)=[CH:30][N:29]=[CH:28][C:27]=1F.[NH2:42][C:43](N)=S.[N:46]1C=CC=CC=1.CCN(CC)CC. Product: [ClH:34].[F:1][C:2]1[C:3]([C:11]2[S:12][C:13]3[C:14]([NH:46][C:30]4[CH:31]=[C:26]([CH3:27])[N:25]=[CH:28][N:29]=4)=[N:15][CH:16]=[C:17]([F:20])[C:18]=3[N:19]=2)=[C:4]([CH:5]=[CH:6][CH:7]=1)[C:43]#[N:42]. (5) Reactant: [CH:1]1[C:10]2[C:5](=[CH:6][CH:7]=[CH:8][CH:9]=2)[CH:4]=[C:3]([C:11]([OH:13])=O)[N:2]=1.CN(C(ON1N=NC2C=CC=CC1=2)=[N+](C)C)C.F[P-](F)(F)(F)(F)F.CCN(C(C)C)C(C)C.[CH3:47][O:48][C:49]([C:51]1[C:59]2[N:58]=[C:57]([NH2:60])[NH:56][C:55]=2[C:54]([F:61])=[C:53]([O:62][CH2:63][CH3:64])[CH:52]=1)=[O:50]. Product: [CH3:47][O:48][C:49]([C:51]1[C:59]2[NH:58][C:57]([NH:60][C:11]([C:3]3[N:2]=[CH:1][C:10]4[C:5]([CH:4]=3)=[CH:6][CH:7]=[CH:8][CH:9]=4)=[O:13])=[N:56][C:55]=2[C:54]([F:61])=[C:53]([O:62][CH2:63][CH3:64])[CH:52]=1)=[O:50]. The catalyst class is: 3.